This data is from Forward reaction prediction with 1.9M reactions from USPTO patents (1976-2016). The task is: Predict the product of the given reaction. Given the reactants [Br:1][C:2]1[CH:3]=[C:4]2[C:9](=[CH:10][CH:11]=1)[N:8]=[C:7]([OH:12])[CH:6]=[CH:5]2.[C:13]([C@@H:17]1[CH2:22][CH2:21][C@H:20](O)[CH2:19][CH2:18]1)([CH3:16])([CH3:15])[CH3:14], predict the reaction product. The product is: [Br:1][C:2]1[CH:3]=[C:4]2[C:9](=[CH:10][CH:11]=1)[N:8]=[C:7]([O:12][C@H:20]1[CH2:21][CH2:22][C@H:17]([C:13]([CH3:16])([CH3:15])[CH3:14])[CH2:18][CH2:19]1)[CH:6]=[CH:5]2.